Regression. Given two drug SMILES strings and cell line genomic features, predict the synergy score measuring deviation from expected non-interaction effect. From a dataset of NCI-60 drug combinations with 297,098 pairs across 59 cell lines. (1) Drug 1: C1CCC(CC1)NC(=O)N(CCCl)N=O. Drug 2: CC1CCCC2(C(O2)CC(NC(=O)CC(C(C(=O)C(C1O)C)(C)C)O)C(=CC3=CSC(=N3)C)C)C. Cell line: T-47D. Synergy scores: CSS=4.14, Synergy_ZIP=-3.65, Synergy_Bliss=-1.27, Synergy_Loewe=-1.56, Synergy_HSA=-1.11. (2) Drug 1: CC1C(C(=O)NC(C(=O)N2CCCC2C(=O)N(CC(=O)N(C(C(=O)O1)C(C)C)C)C)C(C)C)NC(=O)C3=C4C(=C(C=C3)C)OC5=C(C(=O)C(=C(C5=N4)C(=O)NC6C(OC(=O)C(N(C(=O)CN(C(=O)C7CCCN7C(=O)C(NC6=O)C(C)C)C)C)C(C)C)C)N)C. Drug 2: C1CN1P(=S)(N2CC2)N3CC3. Cell line: K-562. Synergy scores: CSS=56.4, Synergy_ZIP=6.45, Synergy_Bliss=9.08, Synergy_Loewe=-19.8, Synergy_HSA=9.72.